From a dataset of Forward reaction prediction with 1.9M reactions from USPTO patents (1976-2016). Predict the product of the given reaction. (1) Given the reactants [CH3:1][O:2][C:3]1[C:8]([CH3:9])=[CH:7][C:6]([CH2:10][C:11]#N)=[C:5]([N+:13]([O-])=O)[CH:4]=1.O1CCCC1, predict the reaction product. The product is: [CH3:1][O:2][C:3]1[CH:4]=[C:5]2[C:6]([CH:10]=[CH:11][NH:13]2)=[CH:7][C:8]=1[CH3:9]. (2) The product is: [NH2:1][C:2]1[C:3]([C:16]([NH:18][CH3:19])=[O:17])=[N:4][C:5]([C:8]2[CH:13]=[CH:12][CH:11]=[C:10]([CH2:14][NH:28][CH2:27][C:26]3[CH:29]=[CH:30][C:23]([CH2:20][CH2:21][CH3:22])=[CH:24][CH:25]=3)[CH:9]=2)=[CH:6][N:7]=1. Given the reactants [NH2:1][C:2]1[C:3]([C:16]([NH:18][CH3:19])=[O:17])=[N:4][C:5]([C:8]2[CH:13]=[CH:12][CH:11]=[C:10]([CH:14]=O)[CH:9]=2)=[CH:6][N:7]=1.[CH2:20]([C:23]1[CH:30]=[CH:29][C:26]([CH2:27][NH2:28])=[CH:25][CH:24]=1)[CH2:21][CH3:22].C([BH3-])#N.[Na+], predict the reaction product. (3) Given the reactants [C:1]([O:5][C:6]([N:8]1[CH2:12][C@H:11]2[CH2:13][N:14]([C:16]3[CH:17]=[N:18][CH:19]=[C:20]([CH:24]=3)[C:21](O)=[O:22])[CH2:15][C@H:10]2[CH2:9]1)=[O:7])([CH3:4])([CH3:3])[CH3:2].[O:25]([C:32]1[CH:38]=[CH:37][C:35]([NH2:36])=[CH:34][CH:33]=1)[C:26]1[CH:31]=[CH:30][CH:29]=[CH:28][CH:27]=1, predict the reaction product. The product is: [O:25]([C:32]1[CH:33]=[CH:34][C:35]([NH:36][C:21]([C:20]2[CH:24]=[C:16]([N:14]3[CH2:13][C@@H:11]4[CH2:12][N:8]([C:6]([O:5][C:1]([CH3:3])([CH3:4])[CH3:2])=[O:7])[CH2:9][C@@H:10]4[CH2:15]3)[CH:17]=[N:18][CH:19]=2)=[O:22])=[CH:37][CH:38]=1)[C:26]1[CH:31]=[CH:30][CH:29]=[CH:28][CH:27]=1. (4) The product is: [CH2:1]([O:3][C:4]1[CH:13]=[C:12]([O:14][CH:15]2[CH2:32][CH:31]3[CH:17]([C:18](=[O:38])[N:19]([CH3:37])[CH2:20][CH2:21][CH2:22][CH2:23][CH:24]=[CH:25][CH:26]4[C:28]([C:34]([NH:77][S:78]([CH:81]5[CH2:83][CH2:82]5)(=[O:80])=[O:79])=[O:36])([NH:29][C:30]3=[O:33])[CH2:27]4)[CH2:16]2)[C:11]2[CH:10]=[CH:9][C:8]3[O:39][CH2:40][O:41][C:7]=3[C:6]=2[N:5]=1)[CH3:2]. Given the reactants [CH2:1]([O:3][C:4]1[CH:13]=[C:12]([O:14][CH:15]2[CH2:32][CH:31]3[CH:17]([C:18](=[O:38])[N:19]([CH3:37])[CH2:20][CH2:21][CH2:22][CH2:23][CH:24]=[CH:25][CH:26]4[C:28]([C:34]([OH:36])=O)([NH:29][C:30]3=[O:33])[CH2:27]4)[CH2:16]2)[C:11]2[CH:10]=[CH:9][C:8]3[O:39][CH2:40][O:41][C:7]=3[C:6]=2[N:5]=1)[CH3:2].C(OC1C=C(OC2CC3C(C(=O)N(C)CCCCC=CC4C(C([NH:77][S:78]([CH:81]5[CH2:83][CH2:82]5)(=[O:80])=[O:79])=O)(NC3=O)C4)C2)C2C(=C(C)C(OC)=CC=2)N=1)C, predict the reaction product. (5) Given the reactants [NH:1]1[C:9]2[C:4](=[CH:5][CH:6]=[CH:7][CH:8]=2)[CH2:3][CH2:2]1.[Br-:10].[Br-:11].[Br-].[NH+]1C=CC=CC=1.[NH+]1C=CC=CC=1.[NH+]1C=CC=CC=1, predict the reaction product. The product is: [Br:10][C:6]1[CH:5]=[C:4]2[C:9](=[C:8]([Br:11])[CH:7]=1)[NH:1][CH2:2][CH2:3]2. (6) Given the reactants [CH2:1]=[CH:2][CH2:3][CH2:4][CH2:5][CH2:6][CH:7]([Si:9]([CH3:12])([CH3:11])Cl)[CH3:8].C(N(CC)CC)C.[OH2:20], predict the reaction product. The product is: [CH2:1]=[CH:2][CH2:3][CH2:4][CH2:5][CH2:6][CH:7]([Si:9]([CH3:12])([CH3:11])[OH:20])[CH3:8]. (7) Given the reactants [Cl:1][C:2]1[CH:3]=[C:4]([CH:17]=[CH:18][C:19]=1[Cl:20])[CH2:5][NH:6][C:7]1[CH:8]=[CH:9][C:10]2[N:11]([C:13](I)=[CH:14][N:15]=2)[N:12]=1.[C:21]1([CH2:27][C:28]#[CH:29])[CH:26]=[CH:25][CH:24]=[CH:23][CH:22]=1.[I-].O, predict the reaction product. The product is: [Cl:1][C:2]1[CH:3]=[C:4]([CH:17]=[CH:18][C:19]=1[Cl:20])[CH2:5][NH:6][C:7]1[CH:8]=[CH:9][C:10]2[N:11]([C:13]([C:29]#[C:28][CH2:27][C:21]3[CH:26]=[CH:25][CH:24]=[CH:23][CH:22]=3)=[CH:14][N:15]=2)[N:12]=1.